Dataset: Peptide-MHC class II binding affinity with 134,281 pairs from IEDB. Task: Regression. Given a peptide amino acid sequence and an MHC pseudo amino acid sequence, predict their binding affinity value. This is MHC class II binding data. (1) The MHC is HLA-DQA10501-DQB10301 with pseudo-sequence HLA-DQA10501-DQB10301. The binding affinity (normalized) is 0.497. The peptide sequence is RRTEPAAEGVGAASQDL. (2) The peptide sequence is YGRILHYLKAKEYSH. The MHC is DRB1_0404 with pseudo-sequence DRB1_0404. The binding affinity (normalized) is 0.370.